From a dataset of Catalyst prediction with 721,799 reactions and 888 catalyst types from USPTO. Predict which catalyst facilitates the given reaction. Product: [Cl:31][C:25]1[CH:26]=[C:27]([Cl:30])[CH:28]=[CH:29][C:24]=1[C:22](=[O:23])[CH2:21][N:16]1[CH2:17][CH2:18][C:11]2([C:10](=[O:19])[N:9]([C:6]3[CH:5]=[CH:4][C:3]([CH2:1][CH3:2])=[CH:8][CH:7]=3)[CH2:13][CH2:12]2)[CH2:14][CH2:15]1. Reactant: [CH2:1]([C:3]1[CH:8]=[CH:7][C:6]([N:9]2[CH2:13][CH2:12][C:11]3([CH2:18][CH2:17][NH:16][CH2:15][CH2:14]3)[C:10]2=[O:19])=[CH:5][CH:4]=1)[CH3:2].Br[CH2:21][C:22]([C:24]1[CH:29]=[CH:28][C:27]([Cl:30])=[CH:26][C:25]=1[Cl:31])=[O:23].C(N(CC)CC)C. The catalyst class is: 2.